From a dataset of Full USPTO retrosynthesis dataset with 1.9M reactions from patents (1976-2016). Predict the reactants needed to synthesize the given product. Given the product [NH:19]1[C:20]2[C:16](=[CH:15][C:14]([CH2:13][O:12][CH2:11][CH:8]3[CH2:9][CH2:10][C:5]([C:32]4[CH:37]=[CH:36][CH:35]=[CH:34][CH:33]=4)([N:4]([CH3:38])[CH3:3])[CH2:6][CH2:7]3)=[CH:22][CH:21]=2)[CH:17]=[CH:18]1, predict the reactants needed to synthesize it. The reactants are: [OH-].[Na+].[CH3:3][N:4]([CH3:38])[C:5]1([C:32]2[CH:37]=[CH:36][CH:35]=[CH:34][CH:33]=2)[CH2:10][CH2:9][CH:8]([CH2:11][O:12][CH2:13][C:14]2[CH:15]=[C:16]3[C:20](=[CH:21][CH:22]=2)[N:19](S(C2C=CC=CC=2)(=O)=O)[CH:18]=[CH:17]3)[CH2:7][CH2:6]1.